This data is from Forward reaction prediction with 1.9M reactions from USPTO patents (1976-2016). The task is: Predict the product of the given reaction. (1) Given the reactants [O:1]=[C:2]1[NH:8][C:7]2[CH:9]=[CH:10][CH:11]=[CH:12][C:6]=2[O:5][C@H:4]([C:13]2[CH:18]=[CH:17][CH:16]=[CH:15][CH:14]=2)[C@@H:3]1[NH:19][C:20](=[O:26])[O:21][C:22]([CH3:25])([CH3:24])[CH3:23].Br[CH2:28][C:29]([O:31][CH3:32])=[O:30].C(=O)([O-])[O-].[Cs+].[Cs+], predict the reaction product. The product is: [C:22]([O:21][C:20]([NH:19][C@@H:3]1[C:2](=[O:1])[N:8]([CH2:28][C:29]([O:31][CH3:32])=[O:30])[C:7]2[CH:9]=[CH:10][CH:11]=[CH:12][C:6]=2[O:5][C@@H:4]1[C:13]1[CH:18]=[CH:17][CH:16]=[CH:15][CH:14]=1)=[O:26])([CH3:23])([CH3:25])[CH3:24]. (2) Given the reactants [CH3:1][C:2]1[CH:7]=[CH:6][N:5]=[C:4]([N:8]2[C:16]3[CH:15]=[CH:14][N:13]=[CH:12][C:11]=3[N:10]=[N:9]2)[N:3]=1.Cl[C:18]1C(C(F)(F)F)=CC=CC=1C(Cl)=O.[Cl:31][C:32]1[C:40]([Cl:41])=[CH:39][CH:38]=[CH:37][C:33]=1[C:34](Cl)=[O:35], predict the reaction product. The product is: [Cl:31][C:32]1[C:40]([Cl:41])=[CH:39][CH:38]=[CH:37][C:33]=1[C:34]([N:13]1[CH:14]=[CH:15][C:16]2[N:8]([C:4]3[N:3]=[C:2]([CH3:1])[CH:7]=[CH:6][N:5]=3)[N:9]=[N:10][C:11]=2[CH:12]1[CH3:18])=[O:35]. (3) Given the reactants O1[C:5]2([CH2:10][CH2:9][CH:8]([O:11][C:12]3[C:20]([Cl:21])=[CH:19][C:15]([C:16]([OH:18])=[O:17])=[C:14]([F:22])[CH:13]=3)[CH2:7][CH2:6]2)[O:4]CC1.Cl, predict the reaction product. The product is: [Cl:21][C:20]1[C:12]([O:11][CH:8]2[CH2:9][CH2:10][C:5](=[O:4])[CH2:6][CH2:7]2)=[CH:13][C:14]([F:22])=[C:15]([CH:19]=1)[C:16]([OH:18])=[O:17]. (4) Given the reactants [CH3:1][C:2]1[CH:23]=[CH:22][CH:21]=[CH:20][C:3]=1[CH:4]=[C:5]1[C:11]2[CH:12]=[CH:13][CH:14]=[CH:15][C:10]=2[CH2:9][CH2:8][C:7]2[CH:16]=[CH:17][CH:18]=[CH:19][C:6]1=2.C(OCC)(=O)C.[H][H], predict the reaction product. The product is: [CH3:1][C:2]1[CH:23]=[CH:22][CH:21]=[CH:20][C:3]=1[CH2:4][CH:5]1[C:6]2[CH:19]=[CH:18][CH:17]=[CH:16][C:7]=2[CH2:8][CH2:9][C:10]2[CH:15]=[CH:14][CH:13]=[CH:12][C:11]1=2. (5) Given the reactants [CH2:1]([O:8][C:9]1[CH:14]=[CH:13][C:12]([C:15](=[O:17])[CH3:16])=[CH:11][CH:10]=1)[C:2]1[CH:7]=[CH:6][CH:5]=[CH:4][CH:3]=1.CCN(C(C)C)C(C)C.[Si](OS(C(F)(F)F)(=O)=O)(C)(C)C.C1C(=O)N([Br:46])C(=O)C1, predict the reaction product. The product is: [CH2:1]([O:8][C:9]1[CH:10]=[CH:11][C:12]([C:15](=[O:17])[CH2:16][Br:46])=[CH:13][CH:14]=1)[C:2]1[CH:3]=[CH:4][CH:5]=[CH:6][CH:7]=1. (6) Given the reactants [BH4-].[Li+].C[O:4][C:5]([C:7]1[CH:8]=[CH:9][C:10]2[CH:15]([NH:16][C:17](=[O:40])[CH2:18][CH:19]([NH:26][S:27]([C:30]3[CH:39]=[CH:38][C:37]4[C:32](=[CH:33][CH:34]=[CH:35][CH:36]=4)[CH:31]=3)(=[O:29])=[O:28])[C:20]3[CH:25]=[CH:24][CH:23]=[CH:22][CH:21]=3)[CH2:14][S:13](=[O:42])(=[O:41])[N:12]([CH3:43])[C:11]=2[CH:44]=1)=O.CO, predict the reaction product. The product is: [OH:4][CH2:5][C:7]1[CH:8]=[CH:9][C:10]2[CH:15]([NH:16][C:17](=[O:40])[CH2:18][CH:19]([NH:26][S:27]([C:30]3[CH:39]=[CH:38][C:37]4[C:32](=[CH:33][CH:34]=[CH:35][CH:36]=4)[CH:31]=3)(=[O:29])=[O:28])[C:20]3[CH:25]=[CH:24][CH:23]=[CH:22][CH:21]=3)[CH2:14][S:13](=[O:41])(=[O:42])[N:12]([CH3:43])[C:11]=2[CH:44]=1. (7) Given the reactants [N:1]([CH2:4][CH2:5][CH2:6][C:7]1([C:23]2[CH:28]=[CH:27][CH:26]=[CH:25][CH:24]=2)[N:11]([C:12](=[S:14])[NH2:13])[N:10]=[C:9]([C:15]2[CH:20]=[C:19]([F:21])[CH:18]=[CH:17][C:16]=2[F:22])[S:8]1)=[N+:2]=[N-:3].[CH2:29](Cl)Cl.CI, predict the reaction product. The product is: [N:1]([CH2:4][CH2:5][CH2:6][C:7]1([C:23]2[CH:28]=[CH:27][CH:26]=[CH:25][CH:24]=2)[N:11]([C:12]([S:14][CH3:29])=[NH:13])[N:10]=[C:9]([C:15]2[CH:20]=[C:19]([F:21])[CH:18]=[CH:17][C:16]=2[F:22])[S:8]1)=[N+:2]=[N-:3]. (8) Given the reactants CCN(C(C)C)C(C)C.[NH2:10][C:11]1[CH:12]=[C:13]([CH3:33])[C:14]([N:17]2[CH2:22][CH2:21][N:20]([C:23]([C:25]3[C:30]([F:31])=[CH:29][CH:28]=[CH:27][C:26]=3[F:32])=[O:24])[CH2:19][CH2:18]2)=[N:15][CH:16]=1.ClC(Cl)(Cl)C[O:37][C:38](=O)[NH:39][C:40]1[N:41]([C:50]2[CH:55]=[CH:54][C:53]([CH3:56])=[CH:52][CH:51]=2)[N:42]=[C:43]([C:45]([CH3:49])([CH3:48])[CH2:46][F:47])[CH:44]=1, predict the reaction product. The product is: [F:32][C:26]1[CH:27]=[CH:28][CH:29]=[C:30]([F:31])[C:25]=1[C:23]([N:20]1[CH2:19][CH2:18][N:17]([C:14]2[N:15]=[CH:16][C:11]([NH:10][C:38]([NH:39][C:40]3[N:41]([C:50]4[CH:55]=[CH:54][C:53]([CH3:56])=[CH:52][CH:51]=4)[N:42]=[C:43]([C:45]([CH3:49])([CH3:48])[CH2:46][F:47])[CH:44]=3)=[O:37])=[CH:12][C:13]=2[CH3:33])[CH2:22][CH2:21]1)=[O:24]. (9) Given the reactants [B:10]1([B:10]2[O:14][C:13]([CH3:16])([CH3:15])[C:12]([CH3:18])([CH3:17])[O:11]2)[O:14][C:13]([CH3:16])([CH3:15])[C:12]([CH3:18])([CH3:17])[O:11]1.C([O-])(=O)C.[K+].Br[C:25]1[CH:26]=[N:27][C:28]([N:31]2[C:39]3[C:34](=[CH:35][CH:36]=[C:37]([C:40]([N:42]4[CH2:47][CH2:46][O:45][CH2:44][CH2:43]4)=[O:41])[CH:38]=3)[C:33]([S:48][CH3:49])=[CH:32]2)=[N:29][CH:30]=1, predict the reaction product. The product is: [CH3:49][S:48][C:33]1[C:34]2[C:39](=[CH:38][C:37]([C:40]([N:42]3[CH2:47][CH2:46][O:45][CH2:44][CH2:43]3)=[O:41])=[CH:36][CH:35]=2)[N:31]([C:28]2[N:29]=[CH:30][C:25]([B:10]3[O:11][C:12]([CH3:17])([CH3:18])[C:13]([CH3:15])([CH3:16])[O:14]3)=[CH:26][N:27]=2)[CH:32]=1.